From a dataset of NCI-60 drug combinations with 297,098 pairs across 59 cell lines. Regression. Given two drug SMILES strings and cell line genomic features, predict the synergy score measuring deviation from expected non-interaction effect. (1) Drug 1: CN(C)N=NC1=C(NC=N1)C(=O)N. Drug 2: CC1=C(N=C(N=C1N)C(CC(=O)N)NCC(C(=O)N)N)C(=O)NC(C(C2=CN=CN2)OC3C(C(C(C(O3)CO)O)O)OC4C(C(C(C(O4)CO)O)OC(=O)N)O)C(=O)NC(C)C(C(C)C(=O)NC(C(C)O)C(=O)NCCC5=NC(=CS5)C6=NC(=CS6)C(=O)NCCC[S+](C)C)O. Cell line: SW-620. Synergy scores: CSS=0.403, Synergy_ZIP=5.24, Synergy_Bliss=5.68, Synergy_Loewe=-2.16, Synergy_HSA=-0.457. (2) Drug 1: C1=NC(=NC(=O)N1C2C(C(C(O2)CO)O)O)N. Drug 2: CS(=O)(=O)CCNCC1=CC=C(O1)C2=CC3=C(C=C2)N=CN=C3NC4=CC(=C(C=C4)OCC5=CC(=CC=C5)F)Cl. Cell line: UACC62. Synergy scores: CSS=19.7, Synergy_ZIP=-10.2, Synergy_Bliss=-1.46, Synergy_Loewe=-15.4, Synergy_HSA=-1.33. (3) Drug 1: C1CC(=O)NC(=O)C1N2CC3=C(C2=O)C=CC=C3N. Drug 2: C1CC(=O)NC(=O)C1N2C(=O)C3=CC=CC=C3C2=O. Cell line: DU-145. Synergy scores: CSS=-0.925, Synergy_ZIP=-1.09, Synergy_Bliss=-4.13, Synergy_Loewe=-4.50, Synergy_HSA=-4.30. (4) Drug 1: C1CCN(CC1)CCOC2=CC=C(C=C2)C(=O)C3=C(SC4=C3C=CC(=C4)O)C5=CC=C(C=C5)O. Drug 2: C1=CC(=C2C(=C1NCCNCCO)C(=O)C3=C(C=CC(=C3C2=O)O)O)NCCNCCO. Cell line: UACC-257. Synergy scores: CSS=9.41, Synergy_ZIP=4.43, Synergy_Bliss=9.81, Synergy_Loewe=-1.70, Synergy_HSA=6.79.